From a dataset of B-cell epitopes from PDB crystal structures with 447 antigens. Token-level Classification. Given an antigen amino acid sequence, predict which amino acid positions are active epitope sites capable of antibody binding. Output is a list of indices for active positions. Given the antigen sequence: MNKQKISPAEVAKHNKPDDCWVVINGYVYDLTRFLPNHPGGQDVIKFNAGKDVTAIFEPLHAPNVIDKYIAPEKKLGPLQGSMPPELVCPPY, which amino acid positions are active epitope sites? The epitope positions are: [24, 57, 58, 59, 60, 61, 62, 63, 64, 66, 68]. The amino acids at these positions are: NEPLHAPNVDY.